Predict the reactants needed to synthesize the given product. From a dataset of Full USPTO retrosynthesis dataset with 1.9M reactions from patents (1976-2016). (1) Given the product [CH3:26][O:27][CH:28]=[C:24]1[CH2:25][CH2:55][CH:50]([CH:47]2[CH2:46][CH2:45][CH:44]([C:38]3[CH:39]=[C:40]([F:43])[C:41]([F:42])=[C:36]([F:35])[CH:37]=3)[CH2:49][CH2:48]2)[CH2:51][CH2:52]1, predict the reactants needed to synthesize it. The reactants are: ClP(COC)(C1C=CC=CC=1)(C1C=CC=CC=1)C1C=CC=CC=1.[CH2:24]1[CH2:28][O:27][CH2:26][CH2:25]1.CC(C)([O-])C.[K+].[F:35][C:36]1[CH:37]=[C:38]([CH:44]2[CH2:49][CH2:48][CH:47]([CH:50]3[CH2:55]CC(=O)[CH2:52][CH2:51]3)[CH2:46][CH2:45]2)[CH:39]=[C:40]([F:43])[C:41]=1[F:42]. (2) Given the product [CH2:1]([O:3][C:4]([C:6]1[C:7]2[S:14][CH:13]=[C:12]([CH2:15][O:16][C:17]3[CH:22]=[CH:21][CH:20]=[C:19]([NH:23][C:24](=[O:33])[C:25]4[CH:30]=[CH:29][CH:28]=[CH:27][C:26]=4[O:31][CH3:32])[CH:18]=3)[C:8]=2[CH:9]=[N:10][CH:11]=1)=[O:5])[CH3:2], predict the reactants needed to synthesize it. The reactants are: [CH2:1]([O:3][C:4]([C:6]1[C:7]2[S:14][CH:13]=[C:12]([CH2:15][O:16][C:17]3[CH:22]=[CH:21][CH:20]=[C:19]([NH2:23])[CH:18]=3)[C:8]=2[CH:9]=[N:10][CH:11]=1)=[O:5])[CH3:2].[C:24](Cl)(=[O:33])[C:25]1[C:26]([O:31][CH3:32])=[CH:27][CH:28]=[CH:29][CH:30]=1. (3) Given the product [C:45]([O:49][C:43](=[O:28])[NH:40][CH:4]1[CH2:3][C:2](=[O:1])[N:6]([C:7]2[CH:8]=[CH:9][C:10]3[O:15][CH2:14][C:13](=[O:16])[NH:12][C:11]=3[CH:17]=2)[CH2:5]1)([CH3:48])([CH3:47])[CH3:46], predict the reactants needed to synthesize it. The reactants are: [O:1]=[C:2]1[N:6]([C:7]2[CH:8]=[CH:9][C:10]3[O:15][CH2:14][C:13](=[O:16])[NH:12][C:11]=3[CH:17]=2)[CH2:5][CH:4](C(O)=O)[CH2:3]1.C1(P(N=[N+]=[N-])(C2C=CC=CC=2)=[O:28])C=CC=CC=1.C([N:40]([CH2:43]C)CC)C.[C:45]([OH:49])([CH3:48])([CH3:47])[CH3:46]. (4) Given the product [C:1]([C:5]1[CH:9]=[C:8]([NH:10][C:22](=[O:23])[O:24][C:25]2[CH:30]=[CH:29][CH:28]=[CH:27][CH:26]=2)[N:7]([C:11]2[CH:12]=[CH:13][C:14]([C:17]([CH3:20])([CH3:19])[CH3:18])=[CH:15][CH:16]=2)[N:6]=1)([CH3:4])([CH3:3])[CH3:2], predict the reactants needed to synthesize it. The reactants are: [C:1]([C:5]1[CH:9]=[C:8]([NH2:10])[N:7]([C:11]2[CH:16]=[CH:15][C:14]([C:17]([CH3:20])([CH3:19])[CH3:18])=[CH:13][CH:12]=2)[N:6]=1)([CH3:4])([CH3:3])[CH3:2].Cl[C:22]([O:24][C:25]1[CH:30]=[CH:29][CH:28]=[CH:27][CH:26]=1)=[O:23]. (5) Given the product [Br:1][C:2]1[CH:17]=[CH:16][C:5]2=[C:6]([C:14]#[N:15])[CH:7]=[C:8]3[C:13]([CH:12]=[N+:11]([O-:26])[CH:10]=[CH:9]3)=[C:4]2[CH:3]=1, predict the reactants needed to synthesize it. The reactants are: [Br:1][C:2]1[CH:17]=[CH:16][C:5]2=[C:6]([C:14]#[N:15])[CH:7]=[C:8]3[C:13]([CH:12]=[N:11][CH:10]=[CH:9]3)=[C:4]2[CH:3]=1.C1C=C(Cl)C=C(C(OO)=[O:26])C=1.CCOCC. (6) Given the product [CH:1]([O:4][C:5]([N:7]1[CH2:12][CH2:11][CH:10]([CH2:13][O:14][C:15]2[CH:20]=[CH:19][C:18]([C:21]3[CH:22]=[CH:23][C:24]([CH2:27][C@H:28]([NH:32][C:33]([O:35][C:36]([CH3:38])([CH3:37])[CH3:39])=[O:34])[C:29]([N:44]4[CH2:45][CH2:46][C@H:42]([F:41])[CH2:43]4)=[O:30])=[CH:25][CH:26]=3)=[CH:17][CH:16]=2)[CH2:9][CH2:8]1)=[O:6])([CH3:3])[CH3:2], predict the reactants needed to synthesize it. The reactants are: [CH:1]([O:4][C:5]([N:7]1[CH2:12][CH2:11][CH:10]([CH2:13][O:14][C:15]2[CH:20]=[CH:19][C:18]([C:21]3[CH:26]=[CH:25][C:24]([CH2:27][C@H:28]([NH:32][C:33]([O:35][C:36]([CH3:39])([CH3:38])[CH3:37])=[O:34])[C:29](O)=[O:30])=[CH:23][CH:22]=3)=[CH:17][CH:16]=2)[CH2:9][CH2:8]1)=[O:6])([CH3:3])[CH3:2].Cl.[F:41][C@H:42]1[CH2:46][CH2:45][NH:44][CH2:43]1.C1C=CC2N(O)N=NC=2C=1.CCN=C=NCCCN(C)C.CCN(C(C)C)C(C)C.